This data is from Reaction yield outcomes from USPTO patents with 853,638 reactions. The task is: Predict the reaction yield, written as a fraction of the theoretical maximum amount of product (1.0 means a 100% yield; for example, 0.34 means a 34% yield). (1) The reactants are [F:1][C:2]1[CH:7]=[C:6]([F:8])[CH:5]=[CH:4][C:3]=1[C:9]1[C:18]([OH:19])=[CH:17][C:16]2[C:11](=[CH:12][CH:13]=[CH:14][CH:15]=2)[N:10]=1.Cl[C:21]1[C:30]2[C:25](=[CH:26][C:27]([O:33][CH3:34])=[C:28]([O:31][CH3:32])[CH:29]=2)[N:24]=[CH:23][CH:22]=1.O. The catalyst is CN(C)C1C=CN=CC=1.ClC1C=CC=CC=1Cl. The product is [F:1][C:2]1[CH:7]=[C:6]([F:8])[CH:5]=[CH:4][C:3]=1[C:9]1[C:18]([O:19][C:21]2[C:30]3[C:25](=[CH:26][C:27]([O:33][CH3:34])=[C:28]([O:31][CH3:32])[CH:29]=3)[N:24]=[CH:23][CH:22]=2)=[CH:17][C:16]2[C:11](=[CH:12][CH:13]=[CH:14][CH:15]=2)[N:10]=1. The yield is 0.270. (2) The reactants are [CH2:1]([C:3]1[CH:4]=[C:5]2[C:9](=[CH:10][CH:11]=1)[NH:8][CH2:7][CH2:6]2)[CH3:2].[N+:12]([O-])([O-:14])=[O:13].[K+].[OH-].[Na+]. The catalyst is OS(O)(=O)=O. The product is [CH2:1]([C:3]1[CH:4]=[C:5]2[C:9](=[CH:10][C:11]=1[N+:12]([O-:14])=[O:13])[NH:8][CH2:7][CH2:6]2)[CH3:2]. The yield is 0.580. (3) The reactants are [Br:1][C:2]1[CH:3]=[C:4]([N+:12]([O-:14])=[O:13])[C:5]([CH3:11])=[C:6]([CH:10]=1)[C:7]([OH:9])=[O:8].[C:15](=O)([O-])[O-].[Na+].[Na+].CI. The catalyst is CN(C=O)C. The product is [Br:1][C:2]1[CH:3]=[C:4]([N+:12]([O-:14])=[O:13])[C:5]([CH3:11])=[C:6]([CH:10]=1)[C:7]([O:9][CH3:15])=[O:8]. The yield is 0.990. (4) The reactants are Cl.[CH2:2]([O:9][C:10]1[CH:19]=[C:18]2[C:13]([C:14]([Cl:20])=[N:15][CH:16]=[N:17]2)=[CH:12][C:11]=1[O:21][CH3:22])[C:3]1[CH:8]=[CH:7][CH:6]=[CH:5][CH:4]=1.[Cl:23][C:24]1[C:25]([F:31])=[C:26]([CH:28]=[CH:29][CH:30]=1)[NH2:27]. The catalyst is O1CCOCC1.C(#N)C. The product is [ClH:20].[CH2:2]([O:9][C:10]1[CH:19]=[C:18]2[C:13]([C:14]([NH:27][C:26]3[CH:28]=[CH:29][CH:30]=[C:24]([Cl:23])[C:25]=3[F:31])=[N:15][CH:16]=[N:17]2)=[CH:12][C:11]=1[O:21][CH3:22])[C:3]1[CH:8]=[CH:7][CH:6]=[CH:5][CH:4]=1. The yield is 0.960. (5) The reactants are [CH2:1]([OH:8])[C:2]1[CH:7]=[CH:6][CH:5]=[CH:4][CH:3]=1.[H-].[Na+].[F:11][C:12]1[CH:13]=[C:14]2[C:19](=[CH:20][C:21]=1F)[NH:18][CH:17]=[N:16][C:15]2=[O:23].O. The catalyst is CN(C)C=O. The product is [CH2:1]([O:8][C:21]1[CH:20]=[C:19]2[C:14]([C:15](=[O:23])[N:16]=[CH:17][NH:18]2)=[CH:13][C:12]=1[F:11])[C:2]1[CH:7]=[CH:6][CH:5]=[CH:4][CH:3]=1. The yield is 0.830. (6) The reactants are [C:1]([C:3]1([C:6]2[CH:7]=[C:8]([CH:21]=[CH:22][CH:23]=2)[C:9]([NH:11][C:12]2[CH:17]=[CH:16][C:15]([O:18][CH3:19])=[C:14]([OH:20])[CH:13]=2)=[O:10])[CH2:5][CH2:4]1)#[N:2].C(=O)([O-])[O-].[K+].[K+].F[C:31]1[CH:36]=[CH:35][C:34]([N+:37]([O-:39])=[O:38])=[CH:33][CH:32]=1.O. The catalyst is CN(C)C=O. The product is [C:1]([C:3]1([C:6]2[CH:7]=[C:8]([CH:21]=[CH:22][CH:23]=2)[C:9]([NH:11][C:12]2[CH:17]=[CH:16][C:15]([O:18][CH3:19])=[C:14]([O:20][C:31]3[CH:36]=[CH:35][C:34]([N+:37]([O-:39])=[O:38])=[CH:33][CH:32]=3)[CH:13]=2)=[O:10])[CH2:5][CH2:4]1)#[N:2]. The yield is 0.890. (7) The reactants are [F:1][C:2]1[CH:7]=[C:6]([F:8])[CH:5]=[CH:4][C:3]=1[CH:9]=[N:10][C:11]([O:13][Si](C)(C)C)=[CH2:12].C(OC([N:25]1[C:33]2[C:28](=[CH:29][CH:30]=[C:31]([Cl:34])[CH:32]=2)/[C:27](=[CH:35]/[C:36]2[CH:41]=[CH:40][CH:39]=[C:38]([Cl:42])[CH:37]=2)/[C:26]1=[O:43])=O)(C)(C)C.CO. The catalyst is C1(C)C=CC=CC=1. The product is [Cl:34][C:31]1[CH:32]=[C:33]2[NH:25][C:26](=[O:43])[C:27]3([CH:35]([C:36]4[CH:41]=[CH:40][CH:39]=[C:38]([Cl:42])[CH:37]=4)[CH2:13][C:11](=[O:12])[NH:10][CH:9]3[C:3]3[CH:4]=[CH:5][C:6]([F:8])=[CH:7][C:2]=3[F:1])[C:28]2=[CH:29][CH:30]=1. The yield is 0.639. (8) The reactants are [NH2:1][C:2]1[CH:9]=[CH:8][C:5]([C:6]#[N:7])=[CH:4][C:3]=1[F:10].[Br:11]N1C(=O)CCC1=O. The catalyst is C(Cl)Cl. The product is [NH2:1][C:2]1[C:3]([F:10])=[CH:4][C:5]([C:6]#[N:7])=[CH:8][C:9]=1[Br:11]. The yield is 0.810. (9) The reactants are [Cl:1][CH2:2][C:3]1[CH:8]=[CH:7][C:6]([CH2:9][OH:10])=[CH:5][CH:4]=1.[C:11]1([P:17]([C:24]2[CH:29]=[CH:28][CH:27]=[CH:26][CH:25]=2)[C:18]2[CH:23]=[CH:22][CH:21]=[CH:20][CH:19]=2)[CH:16]=[CH:15][CH:14]=[CH:13][CH:12]=1. The catalyst is C1(C)C=CC=CC=1. The product is [Cl-:1].[OH:10][CH2:9][C:6]1[CH:7]=[CH:8][C:3]([CH2:2][P+:17]([C:18]2[CH:19]=[CH:20][CH:21]=[CH:22][CH:23]=2)([C:24]2[CH:29]=[CH:28][CH:27]=[CH:26][CH:25]=2)[C:11]2[CH:12]=[CH:13][CH:14]=[CH:15][CH:16]=2)=[CH:4][CH:5]=1. The yield is 0.914.